Dataset: Retrosynthesis with 50K atom-mapped reactions and 10 reaction types from USPTO. Task: Predict the reactants needed to synthesize the given product. (1) Given the product FC(F)c1cc(-c2ccc(C(F)(F)F)cc2)nc(-n2cnc(Br)c2)n1, predict the reactants needed to synthesize it. The reactants are: Brc1c[nH]cn1.FC(F)c1cc(-c2ccc(C(F)(F)F)cc2)nc(Cl)n1. (2) Given the product Cn1nnc(-c2ccc(-c3ccc(N4C[C@H](Cn5cc(Cl)nn5)OC4=O)cc3F)cn2)n1, predict the reactants needed to synthesize it. The reactants are: CC1(C)OB(c2ccc(N3C[C@H](Cn4cc(Cl)nn4)OC3=O)cc2F)OC1(C)C.Cn1nnc(-c2ccc(Br)cn2)n1. (3) Given the product CCOCc1cc(-c2ccc3c(c2)c2cc(-c4ccc(Cl)cc4Cl)c(=O)n(C)c2n3C)nn1C, predict the reactants needed to synthesize it. The reactants are: CCI.Cn1nc(-c2ccc3c(c2)c2cc(-c4ccc(Cl)cc4Cl)c(=O)n(C)c2n3C)cc1CO. (4) Given the product CC(C)(C)OC(=O)N1CC=C(CCO)C1, predict the reactants needed to synthesize it. The reactants are: CCOC(=O)CC1=CCN(C(=O)OC(C)(C)C)C1. (5) Given the product O=C(CCCN1CCC(c2ccc(Cc3ccc(F)cc3)cc2)CC1)Nc1ccccc1Cc1ccccc1, predict the reactants needed to synthesize it. The reactants are: Fc1ccc(Cc2ccc(C3CCNCC3)cc2)cc1.O=C(CCCBr)Nc1ccccc1Cc1ccccc1. (6) Given the product O=Cc1ccc(-c2cc3nccc(Nc4ccc5[nH]ccc5c4)c3s2)cc1, predict the reactants needed to synthesize it. The reactants are: Brc1cc2nccc(Nc3ccc4[nH]ccc4c3)c2s1.O=Cc1ccc(B(O)O)cc1. (7) Given the product CC1(C)NC(=O)c2sc(-c3ccnc(F)c3)cc2N1, predict the reactants needed to synthesize it. The reactants are: CC1(C)NC(=O)c2sc(Br)cc2N1.CC1(C)OB(c2ccnc(F)c2)OC1(C)C.